This data is from Forward reaction prediction with 1.9M reactions from USPTO patents (1976-2016). The task is: Predict the product of the given reaction. (1) Given the reactants S(=O)(=O)(O)O.[C:6](OC(=O)C)(=[O:8])[CH3:7].[CH3:13][O:14][C:15]1[CH:20]=[CH:19][C:18]([C:21]2[CH:22]=[CH:23][C:24]([N+:28]([O-:30])=[O:29])=[C:25]([CH:27]=2)[NH2:26])=[CH:17][CH:16]=1, predict the reaction product. The product is: [CH3:13][O:14][C:15]1[CH:20]=[CH:19][C:18]([C:21]2[CH:22]=[CH:23][C:24]([N+:28]([O-:30])=[O:29])=[C:25]([NH:26][C:6](=[O:8])[CH3:7])[CH:27]=2)=[CH:17][CH:16]=1. (2) Given the reactants [CH2:1]=P(C1C=CC=CC=1)(C1C=CC=CC=1)C1C=CC=CC=1.[CH3:21][O:22][C:23](=[O:50])[CH2:24][C:25]1[CH:30]=[CH:29][C:28]([C:31]#[C:32][C:33]2[CH:38]=[C:37]([C:39]([CH3:42])([CH3:41])[CH3:40])[C:36]([O:43][CH:44]([CH3:46])[CH3:45])=[C:35]([CH:47]=O)[C:34]=2[CH3:49])=[CH:27][CH:26]=1, predict the reaction product. The product is: [CH3:21][O:22][C:23](=[O:50])[CH2:24][C:25]1[CH:30]=[CH:29][C:28]([C:31]#[C:32][C:33]2[CH:38]=[C:37]([C:39]([CH3:42])([CH3:41])[CH3:40])[C:36]([O:43][CH:44]([CH3:45])[CH3:46])=[C:35]([CH:47]=[CH2:1])[C:34]=2[CH3:49])=[CH:27][CH:26]=1.